From a dataset of Retrosynthesis with 50K atom-mapped reactions and 10 reaction types from USPTO. Predict the reactants needed to synthesize the given product. (1) Given the product CC(C)c1cccc(C(C)(C)N)c1, predict the reactants needed to synthesize it. The reactants are: C=C(C)c1cccc(C(C)(C)N)c1. (2) Given the product CCOCC(=O)OCC(=O)[C@@]1(O)CC[C@H]2[C@@H]3CCC4=CC(=O)C=C[C@]4(C)[C@H]3[C@@H](O)C[C@@]21C, predict the reactants needed to synthesize it. The reactants are: CCOCC(=O)O.C[C@]12C[C@H](O)[C@H]3[C@@H](CCC4=CC(=O)C=C[C@@]43C)[C@@H]1CC[C@]2(O)C(=O)CO.